This data is from Forward reaction prediction with 1.9M reactions from USPTO patents (1976-2016). The task is: Predict the product of the given reaction. (1) Given the reactants C(=O)(OCC)[O:2][C:3]1[CH:8]=[C:7]([N+:9]([O-:11])=[O:10])[C:6]([Br:12])=[CH:5][C:4]=1[F:13].C(=O)(O)[O-].[Na+], predict the reaction product. The product is: [Br:12][C:6]1[C:7]([N+:9]([O-:11])=[O:10])=[CH:8][C:3]([OH:2])=[C:4]([F:13])[CH:5]=1. (2) Given the reactants C(OC(=O)[NH:7][CH:8]1[CH2:12][CH2:11][N:10]([C:13]([C:15]2[N:16]=[C:17]3[C:22]([C:23]([F:26])([F:25])[F:24])=[CH:21][C:20]([C:27]4[CH:31]=[CH:30][O:29][CH:28]=4)=[CH:19][N:18]3[C:32]=2[Cl:33])=[O:14])[CH2:9]1)(C)(C)C.Cl, predict the reaction product. The product is: [ClH:33].[NH2:7][CH:8]1[CH2:12][CH2:11][N:10]([C:13]([C:15]2[N:16]=[C:17]3[C:22]([C:23]([F:25])([F:26])[F:24])=[CH:21][C:20]([C:27]4[CH:31]=[CH:30][O:29][CH:28]=4)=[CH:19][N:18]3[C:32]=2[Cl:33])=[O:14])[CH2:9]1. (3) Given the reactants C([Li])CCC.Br[C:7]1[CH:12]=[CH:11][CH:10]=[CH:9][C:8]=1[C:13]([CH3:16])([CH3:15])[CH3:14].C[O:18][B:19](OC)[O:20]C.Cl, predict the reaction product. The product is: [C:13]([C:8]1[CH:9]=[CH:10][CH:11]=[CH:12][C:7]=1[B:19]([OH:20])[OH:18])([CH3:16])([CH3:15])[CH3:14]. (4) Given the reactants Br[C:2]1[CH:23]=[CH:22][C:5]([C:6]([NH:8][S:9]([C:12]2[CH:17]=[CH:16][CH:15]=[CH:14][C:13]=2[S:18](=[O:21])(=[O:20])[NH2:19])(=[O:11])=[O:10])=[O:7])=[CH:4][C:3]=1[CH2:24][O:25][CH2:26][CH2:27][C:28]([F:31])([F:30])[F:29].[CH3:32][CH:33]([CH3:36])[C:34]#[CH:35], predict the reaction product. The product is: [CH3:32][CH:33]([CH3:36])[C:34]#[C:35][C:2]1[CH:23]=[CH:22][C:5]([C:6]([NH:8][S:9]([C:12]2[CH:17]=[CH:16][CH:15]=[CH:14][C:13]=2[S:18](=[O:21])(=[O:20])[NH2:19])(=[O:11])=[O:10])=[O:7])=[CH:4][C:3]=1[CH2:24][O:25][CH2:26][CH2:27][C:28]([F:31])([F:30])[F:29]. (5) Given the reactants [C:1]([C:5]1[CH:37]=[CH:36][C:8]([CH2:9][N:10]2[C:14](=[O:15])[N:13]([CH2:16][CH3:17])[C:12]([CH2:18][CH2:19][CH2:20][C:21]3[CH:26]=[CH:25][C:24](B4OC(C)(C)C(C)(C)O4)=[CH:23][CH:22]=3)=[N:11]2)=[CH:7][CH:6]=1)([CH3:4])([CH3:3])[CH3:2].[NH2:38][C:39]1[CH:44]=[CH:43][CH:42]=[C:41](Br)[N:40]=1.C(=O)([O-])[O-].[K+].[K+], predict the reaction product. The product is: [NH2:38][C:39]1[N:40]=[C:41]([C:24]2[CH:23]=[CH:22][C:21]([CH2:20][CH2:19][CH2:18][C:12]3[N:13]([CH2:16][CH3:17])[C:14](=[O:15])[N:10]([CH2:9][C:8]4[CH:36]=[CH:37][C:5]([C:1]([CH3:2])([CH3:4])[CH3:3])=[CH:6][CH:7]=4)[N:11]=3)=[CH:26][CH:25]=2)[CH:42]=[CH:43][CH:44]=1. (6) Given the reactants [Na+].[CH2:2]([C:6]1[S:10][C:9](OB(O)[O-])=[CH:8][CH:7]=1)[CH2:3][CH2:4][CH3:5].Br[C:16]1[CH:21]=[CH:20][C:19]([C:22]2[CH:27]=[CH:26][C:25]([O:28][CH2:29][CH2:30][CH2:31][CH2:32][CH2:33][CH3:34])=[CH:24][CH:23]=2)=[CH:18][C:17]=1[F:35].C(=O)([O-])O.[Na+], predict the reaction product. The product is: [CH2:2]([C:6]1[S:10][C:9]([C:16]2[CH:21]=[CH:20][C:19]([C:22]3[CH:27]=[CH:26][C:25]([O:28][CH2:29][CH2:30][CH2:31][CH2:32][CH2:33][CH3:34])=[CH:24][CH:23]=3)=[CH:18][C:17]=2[F:35])=[CH:8][CH:7]=1)[CH2:3][CH2:4][CH3:5].